Dataset: Forward reaction prediction with 1.9M reactions from USPTO patents (1976-2016). Task: Predict the product of the given reaction. (1) Given the reactants [CH2:1]([O:3][C:4]([C:6]1[N:7]([CH3:13])[C:8](Br)=[N:9][C:10]=1[CH3:11])=[O:5])[CH3:2].[C:14]([C:16]1[CH:21]=[CH:20][C:19]([F:22])=[CH:18][CH:17]=1)#[CH:15], predict the reaction product. The product is: [CH2:1]([O:3][C:4]([C:6]1[N:7]([CH3:13])[C:8]([C:15]#[C:14][C:16]2[CH:21]=[CH:20][C:19]([F:22])=[CH:18][CH:17]=2)=[N:9][C:10]=1[CH3:11])=[O:5])[CH3:2]. (2) Given the reactants [N+:1]([C:4]1[CH:9]=[CH:8][C:7]([OH:10])=[CH:6][CH:5]=1)([O-:3])=[O:2].C(=O)([O-])[O-].[K+].[K+].[CH2:17]([CH:19]([CH2:22][CH2:23][CH2:24][CH3:25])[CH2:20]I)[CH3:18], predict the reaction product. The product is: [CH2:17]([CH:19]([CH2:22][CH2:23][CH2:24][CH3:25])[CH2:20][O:10][C:7]1[CH:8]=[CH:9][C:4]([N+:1]([O-:3])=[O:2])=[CH:5][CH:6]=1)[CH3:18].